This data is from Forward reaction prediction with 1.9M reactions from USPTO patents (1976-2016). The task is: Predict the product of the given reaction. Given the reactants [F:1][C:2]1[CH:10]=[CH:9][C:5]([C:6]([OH:8])=[O:7])=[CH:4][C:3]=1[N+:11]([O-:13])=[O:12].C(N(C(C)C)C(C)C)C.[CH2:23](Br)[C:24]1[CH:29]=[CH:28][CH:27]=[CH:26][CH:25]=1.C(OCC)(=O)C, predict the reaction product. The product is: [F:1][C:2]1[CH:10]=[CH:9][C:5]([C:6]([O:8][CH2:23][C:24]2[CH:29]=[CH:28][CH:27]=[CH:26][CH:25]=2)=[O:7])=[CH:4][C:3]=1[N+:11]([O-:13])=[O:12].